Regression. Given two drug SMILES strings and cell line genomic features, predict the synergy score measuring deviation from expected non-interaction effect. From a dataset of NCI-60 drug combinations with 297,098 pairs across 59 cell lines. Cell line: UACC-257. Drug 2: CC12CCC3C(C1CCC2O)C(CC4=C3C=CC(=C4)O)CCCCCCCCCS(=O)CCCC(C(F)(F)F)(F)F. Drug 1: CS(=O)(=O)C1=CC(=C(C=C1)C(=O)NC2=CC(=C(C=C2)Cl)C3=CC=CC=N3)Cl. Synergy scores: CSS=6.12, Synergy_ZIP=2.28, Synergy_Bliss=5.46, Synergy_Loewe=2.68, Synergy_HSA=3.06.